From a dataset of Catalyst prediction with 721,799 reactions and 888 catalyst types from USPTO. Predict which catalyst facilitates the given reaction. (1) Reactant: [NH2:1][C:2]1[C:11]([C:12]#[N:13])=[C:10](Cl)[C:9]2[C:4](=[CH:5][CH:6]=[CH:7][CH:8]=2)[N:3]=1.[CH2:15]([NH2:21])[C:16]1[O:20][CH:19]=[CH:18][CH:17]=1. Product: [NH2:1][C:2]1[C:11]([C:12]#[N:13])=[C:10]([NH:21][CH2:15][C:16]2[O:20][CH:19]=[CH:18][CH:17]=2)[C:9]2[C:4](=[CH:5][CH:6]=[CH:7][CH:8]=2)[N:3]=1. The catalyst class is: 6. (2) Reactant: [Cl:1][C:2]1[C:3]2[CH2:16][CH2:15][N:14]([C:17]([O:19][C:20]([CH3:23])([CH3:22])[CH3:21])=[O:18])[CH2:13][CH2:12][C:4]=2[CH:5]=[C:6]2[C:11]=1[NH:10][CH2:9][CH2:8][CH2:7]2.[C:24](Cl)(=[O:28])[CH:25]([CH3:27])[CH3:26]. Product: [Cl:1][C:2]1[C:3]2[CH2:16][CH2:15][N:14]([C:17]([O:19][C:20]([CH3:23])([CH3:22])[CH3:21])=[O:18])[CH2:13][CH2:12][C:4]=2[CH:5]=[C:6]2[C:11]=1[N:10]([C:24](=[O:28])[CH:25]([CH3:27])[CH3:26])[CH2:9][CH2:8][CH2:7]2. The catalyst class is: 11. (3) Reactant: [H-].[Na+].[C:3]([O:7][C:8]([N:10]1[CH2:14][C@@H:13]([OH:15])[CH2:12][C@H:11]1[C:16]([OH:18])=[O:17])=[O:9])([CH3:6])([CH3:5])[CH3:4].Br[CH2:20][C:21]1[CH:30]=[CH:29][C:24]([C:25]([O:27][CH3:28])=[O:26])=[CH:23][CH:22]=1.Cl. Product: [C:3]([O:7][C:8]([N:10]1[CH2:14][C@@H:13]([O:15][CH2:20][C:21]2[CH:22]=[CH:23][C:24]([C:25]([O:27][CH3:28])=[O:26])=[CH:29][CH:30]=2)[CH2:12][C@H:11]1[C:16]([OH:18])=[O:17])=[O:9])([CH3:6])([CH3:4])[CH3:5]. The catalyst class is: 39. (4) Reactant: Br[C:2]1[CH:7]=[CH:6][C:5]([C:8]2[N:9]([CH2:14][C@@H:15]3[CH2:19][CH2:18][N:17]([C:20]([CH:22]4[CH2:24][CH2:23]4)=[O:21])[CH2:16]3)[C:10](=[O:13])[NH:11][N:12]=2)=[CH:4][CH:3]=1.CC1(C)C(C)(C)OB(B2OC(C)(C)C(C)(C)O2)O1.CC([O-])=O.[K+].Br[C:49]1[N:50]=[C:51]2[CH:56]=[CH:55][CH:54]=[CH:53][N:52]2[CH:57]=1.C([O-])([O-])=O.[Cs+].[Cs+]. Product: [CH:22]1([C:20]([N:17]2[CH2:18][CH2:19][C@@H:15]([CH2:14][N:9]3[C:8]([C:5]4[CH:6]=[CH:7][C:2]([C:49]5[N:50]=[C:51]6[CH:56]=[CH:55][CH:54]=[CH:53][N:52]6[CH:57]=5)=[CH:3][CH:4]=4)=[N:12][NH:11][C:10]3=[O:13])[CH2:16]2)=[O:21])[CH2:24][CH2:23]1. The catalyst class is: 263. (5) Reactant: [F:1][C:2]1[CH:7]=[CH:6][C:5]([F:8])=[CH:4][C:3]=1[OH:9].C(=O)([O-])[O-].[K+].[K+].I[CH2:17][CH2:18][O:19][Si:20]([CH:27]([CH3:29])[CH3:28])([CH:24]([CH3:26])[CH3:25])[CH:21]([CH3:23])[CH3:22]. Product: [F:1][C:2]1[CH:7]=[CH:6][C:5]([F:8])=[CH:4][C:3]=1[O:9][CH2:17][CH2:18][O:19][Si:20]([CH:24]([CH3:25])[CH3:26])([CH:21]([CH3:23])[CH3:22])[CH:27]([CH3:28])[CH3:29]. The catalyst class is: 21. (6) Reactant: [C:1]([O:9][CH2:10][CH3:11])(=[O:8])[CH2:2][C:3]([O:5][CH2:6][CH3:7])=[O:4].C[Si]([N-][Si](C)(C)C)(C)C.[Na+].CS(O[CH2:27][C@@H:28]1[C:36]2[C:31](=[CH:32][CH:33]=[CH:34][CH:35]=2)[CH2:30][C@H:29]1[NH:37][C:38]([C:40]1[NH:44][C:43]2[S:45][C:46]([Cl:48])=[CH:47][C:42]=2[CH:41]=1)=[O:39])(=O)=O.[Cl-].[NH4+]. Product: [Cl:48][C:46]1[S:45][C:43]2[NH:44][C:40]([C:38]([NH:37][C@@H:29]3[CH2:30][C:31]4[C:36](=[CH:35][CH:34]=[CH:33][CH:32]=4)[C@H:28]3[CH2:27][CH:2]([C:3]([O:5][CH2:6][CH3:7])=[O:4])[C:1]([O:9][CH2:10][CH3:11])=[O:8])=[O:39])=[CH:41][C:42]=2[CH:47]=1. The catalyst class is: 1.